The task is: Predict the reactants needed to synthesize the given product.. This data is from Full USPTO retrosynthesis dataset with 1.9M reactions from patents (1976-2016). Given the product [Cl:12][C:10]1[C:9]2[C:4](=[CH:5][CH:6]=[C:7]([N+:13]([O-:15])=[O:14])[CH:8]=2)[N:3]=[C:2]([N:16]2[CH2:21][CH2:20][O:19][CH2:18][CH2:17]2)[CH:11]=1, predict the reactants needed to synthesize it. The reactants are: Cl[C:2]1[CH:11]=[C:10]([Cl:12])[C:9]2[C:4](=[CH:5][CH:6]=[C:7]([N+:13]([O-:15])=[O:14])[CH:8]=2)[N:3]=1.[NH:16]1[CH2:21][CH2:20][O:19][CH2:18][CH2:17]1.